This data is from NCI-60 drug combinations with 297,098 pairs across 59 cell lines. The task is: Regression. Given two drug SMILES strings and cell line genomic features, predict the synergy score measuring deviation from expected non-interaction effect. (1) Cell line: M14. Synergy scores: CSS=0.796, Synergy_ZIP=1.03, Synergy_Bliss=-0.298, Synergy_Loewe=1.00, Synergy_HSA=-1.69. Drug 2: CC12CCC3C(C1CCC2O)C(CC4=C3C=CC(=C4)O)CCCCCCCCCS(=O)CCCC(C(F)(F)F)(F)F. Drug 1: C1=CC(=CC=C1C#N)C(C2=CC=C(C=C2)C#N)N3C=NC=N3. (2) Drug 2: C#CCC(CC1=CN=C2C(=N1)C(=NC(=N2)N)N)C3=CC=C(C=C3)C(=O)NC(CCC(=O)O)C(=O)O. Cell line: KM12. Synergy scores: CSS=32.3, Synergy_ZIP=-1.98, Synergy_Bliss=-4.57, Synergy_Loewe=-3.78, Synergy_HSA=-3.78. Drug 1: C1CN1C2=NC(=NC(=N2)N3CC3)N4CC4. (3) Drug 1: CC1=CC2C(CCC3(C2CCC3(C(=O)C)OC(=O)C)C)C4(C1=CC(=O)CC4)C. Drug 2: CN(CC1=CN=C2C(=N1)C(=NC(=N2)N)N)C3=CC=C(C=C3)C(=O)NC(CCC(=O)O)C(=O)O. Cell line: UACC62. Synergy scores: CSS=10.9, Synergy_ZIP=-1.05, Synergy_Bliss=-3.23, Synergy_Loewe=-7.51, Synergy_HSA=-2.81. (4) Drug 2: CC(C)CN1C=NC2=C1C3=CC=CC=C3N=C2N. Drug 1: CC1C(C(CC(O1)OC2CC(CC3=C2C(=C4C(=C3O)C(=O)C5=C(C4=O)C(=CC=C5)OC)O)(C(=O)C)O)N)O.Cl. Synergy scores: CSS=15.7, Synergy_ZIP=-5.81, Synergy_Bliss=2.64, Synergy_Loewe=-18.8, Synergy_HSA=0.761. Cell line: SNB-19.